From a dataset of Drug-target binding data from BindingDB using IC50 measurements. Regression. Given a target protein amino acid sequence and a drug SMILES string, predict the binding affinity score between them. We predict pIC50 (pIC50 = -log10(IC50 in M); higher means more potent). Dataset: bindingdb_ic50. (1) The small molecule is CCc1c(C(=O)C(N)=O)c2c(OCC(=O)NS(=O)(=O)c3ccccc3)cccc2n1Cc1ccccc1. The target protein (P31482) has sequence MKVLLLLAASIMAFGSIQVQGNIAQFGEMIRLKTGKRAELSYAFYGCHCGLGGKGSPKDATDRCCVTHDCCYKSLEKSGCGTKLLKYKYSHQGGQITCSANQNSCQKRLCQCDKAAAECFARNKKTYSLKYQFYPNMFCKGKKPKC. The pIC50 is 7.2. (2) The compound is CN(CC(=O)c1c(-c2ccc(F)cc2)[nH]c2ccccc12)CC(=O)N1CCOCC1. The target protein (Q8K4Z6) has sequence MALLITVVTCFMIILDTSQSCHTPDDFVAITSPGHIMIGGLFAIHEKMLSSDDHPRRPQIQKCAGFEISVFLQTLAMIHSIEMINNSTLLSGVKLGYEIYDTCTEVTAAMAATLRFLSKFNCSRETVVFQCDYSSYMPRVKAVIGAGYSETSIAVSRMLNLQLMPQVSYESTAEILSDKIRFPSFLRTVPSDFYQTKAMAHLIRQSGWNWIGAITTDDDYGRLALNTFAIQAAENNVCIAFKEVLPAFLSDNTIEVRINQTLEKIIAEAQVNVIVVFLRKFHVFNLFTKAIERKISKIWIASDNWSTATKIITIPNVKKLGKVVGFAFRRGNTSSFHSFLQTLHMYPNDNNKPLHEFAMLVSACKYIKDGDLSQCISNYSQATLTYDTTKTIENHLFKRNDFLWHYTEPGLIYSIQLAVFALGHAIRDLCQARDCKKPNAFQPWELLAVLKNVTFTDGRNSFHFDAHGDLNTGYDVVLWKETNGLMTVTKMAEYDLQRDV.... The pIC50 is 4.7. (3) The drug is CCCCNC(=O)[C@H](C)NC(=O)[C@@H]1CCC[C@H]1[C@H](O)[C@H](CC(C)C)NC(=O)[C@H](CCSC)NC(=O)[C@H](CC(C)C)NC(C)=O. The target protein sequence is MAQALPWLLLWMGAGVLPAHGTQHGIRLPLRSGLGGAPLGLRLPRETDEEPEEPGRRGSFVEMVDNLRGKSGQGYYVEMTVGSPPQTLNILVDTGSSNFAVGAAPHPFLHRYYQRQLSSTYRDLRKGVYVPYTQGKWEGELGTDLVSIPHGPNVTVRANIAAITESDKFFINGSNWEGILGLAYAEIARPDDSLEPFFDSLVKQTHVPNLFSLQLCGAGFPLNQSEVLASVGGSMIIGGIDHSLYTGSLWYTPIRREWYYEVIIVRVEINGQDLKMDCKEYNYDKSIVDSGTTNLRLPKKVFEAAVKSIKAASSTEKFPDGFWLGEQLVCWQAGTTPWNIFPVISLYLMGEVTNQSFRITILPQQYLRPVEDVATSQDDCYKFAISQSSTGTVMGAVIMEGFYVVFDRARKRIGFAVSACHVHDEFRTAAVEGPFVTLDMEDCGYNIPQTDES. The pIC50 is 6.7. (4) The compound is CC(C)NC1=Nc2cc(Cl)c(Cl)cc2S(=O)(=O)N1. The target protein (Q09429) has sequence MPLAFCGTENHSAAYRVDQGVLNNGCFVDALNVVPHVFLLFITFPILFIGWGSQSSKVHIHHSTWLHFPGHNLRWILTFILLFVLVCEIAEGILSDGVTESRHLHLYMPAGMAFMAAITSVVYYHNIETSNFPKLLIALLIYWTLAFITKTIKFVKFYDHAIGFSQLRFCLTGLLVILYGMLLLVEVNVIRVRRYVFFKTPREVKPPEDLQDLGVRFLQPFVNLLSKGTYWWMNAFIKTAHKKPIDLRAIGKLPIAMRALTNYQRLCLAFDAQARKDTQSQQGARAIWRALCHAFGRRLVLSSTFRILADLLGFAGPLCIFGIVDHLGKENHVFQPKTQFLGVYFVSSQEFLGNAYVLAVLLFLALLLQRTFLQASYYVAIETGINLRGAIQTKIYNKIMHLSTSNLSMGEMTAGQICNLVAIDTNQLMWFFFLCPNLWAMPVQIIVGVILLYYILGVSALIGAAVIILLAPVQYFVATKLSQAQRSTLEYSNERLKQTN.... The pIC50 is 6.5.